This data is from Catalyst prediction with 721,799 reactions and 888 catalyst types from USPTO. The task is: Predict which catalyst facilitates the given reaction. (1) Reactant: [OH:1][C:2]1[C:9]([OH:10])=[C:8]([O:11][CH3:12])[CH:7]=[CH:6][C:3]=1[CH:4]=[O:5].[C:13]([O-])([O-])=O.[K+].[K+].Br[CH:20]([CH3:22])[CH3:21].O.CCO[C:27]([CH3:29])=O. Product: [CH:20]([O:1][C:2]1[C:9]([O:10][CH:27]([CH3:29])[CH3:13])=[C:8]([O:11][CH3:12])[CH:7]=[CH:6][C:3]=1[CH:4]=[O:5])([CH3:22])[CH3:21]. The catalyst class is: 3. (2) Product: [C:1]1([CH2:7][CH2:8][CH2:9][CH:10]([NH:20][C:21]([CH:23]2[CH2:28][CH2:27][CH2:26][CH2:25][N:24]2[C:42]([CH:38]2[CH2:39][CH2:40][CH2:41][N:36]([C:34]([O:33][C:29]([CH3:32])([CH3:31])[CH3:30])=[O:35])[CH2:37]2)=[O:43])=[O:22])[CH2:11][CH2:12][CH2:13][C:14]2[CH:19]=[CH:18][CH:17]=[CH:16][CH:15]=2)[CH:2]=[CH:3][CH:4]=[CH:5][CH:6]=1. The catalyst class is: 2. Reactant: [C:1]1([CH2:7][CH2:8][CH2:9][CH:10]([NH:20][C:21]([CH:23]2[CH2:28][CH2:27][CH2:26][CH2:25][NH:24]2)=[O:22])[CH2:11][CH2:12][CH2:13][C:14]2[CH:19]=[CH:18][CH:17]=[CH:16][CH:15]=2)[CH:6]=[CH:5][CH:4]=[CH:3][CH:2]=1.[C:29]([O:33][C:34]([N:36]1[CH2:41][CH2:40][CH2:39][CH:38]([C:42](O)=[O:43])[CH2:37]1)=[O:35])([CH3:32])([CH3:31])[CH3:30].C(N(CC)C(C)C)(C)C.C1CN([P+](ON2N=NC3C=CC=CC2=3)(N2CCCC2)N2CCCC2)CC1.F[P-](F)(F)(F)(F)F. (3) Reactant: [F:1][C:2]1[CH:17]=[CH:16][C:5]([CH2:6][N:7]2[CH:12]3[CH2:13][NH:14][CH2:15][CH:8]2[CH2:9][O:10][CH2:11]3)=[CH:4][CH:3]=1.[Cl:18][CH2:19][C:20](Cl)=[O:21].C([O-])([O-])=O.[Na+].[Na+]. Product: [Cl:18][CH2:19][C:20]([N:14]1[CH2:15][CH:8]2[N:7]([CH2:6][C:5]3[CH:16]=[CH:17][C:2]([F:1])=[CH:3][CH:4]=3)[CH:12]([CH2:11][O:10][CH2:9]2)[CH2:13]1)=[O:21]. The catalyst class is: 2. (4) Reactant: [CH:1]1([CH:7]([C:18]2[CH:22]=[C:21]([C:23]3[CH:28]=[CH:27][C:26]([O:29][CH3:30])=[CH:25][CH:24]=3)[O:20][C:19]=2[CH3:31])[O:8][C:9]2[CH:17]=[CH:16][C:12]([C:13](O)=[O:14])=[CH:11][CH:10]=2)[CH2:6][CH2:5][CH2:4][CH2:3][CH2:2]1.[CH3:32][NH:33][CH2:34][CH2:35][C:36]([O:38]CC)=[O:37].Cl.C(N=C=NCCCN(C)C)C.O.OC1C2N=NNC=2C=CC=1. Product: [CH:1]1([CH:7]([C:18]2[CH:22]=[C:21]([C:23]3[CH:28]=[CH:27][C:26]([O:29][CH3:30])=[CH:25][CH:24]=3)[O:20][C:19]=2[CH3:31])[O:8][C:9]2[CH:17]=[CH:16][C:12]([C:13]([N:33]([CH3:32])[CH2:34][CH2:35][C:36]([OH:38])=[O:37])=[O:14])=[CH:11][CH:10]=2)[CH2:6][CH2:5][CH2:4][CH2:3][CH2:2]1. The catalyst class is: 842. (5) Reactant: [F:1][C:2]1[CH:7]=[CH:6][CH:5]=[CH:4][C:3]=1[N:8]1[C:12]([C:13](=[O:15])[CH3:14])=[C:11]([CH3:16])[N:10]=[N:9]1.CC(OCC1C2C(=CC=CC=2)C(COC(C)=O)=C2C=1C=CC=C2)=O.[Br:41]Br. Product: [Br:41][CH2:14][C:13]([C:12]1[N:8]([C:3]2[CH:4]=[CH:5][CH:6]=[CH:7][C:2]=2[F:1])[N:9]=[N:10][C:11]=1[CH3:16])=[O:15]. The catalyst class is: 22. (6) Reactant: [CH2:1]([O:4][C:5]1[CH:12]=[CH:11][C:8]([CH:9]=O)=[C:7]([C:13]([F:16])([F:15])[F:14])[CH:6]=1)[CH2:2][CH3:3].[NH2:17][OH:18].O.CCCCCC.CCOC(C)=O. Product: [CH2:1]([O:4][C:5]1[CH:12]=[CH:11][C:8]([CH:9]=[N:17][OH:18])=[C:7]([C:13]([F:16])([F:15])[F:14])[CH:6]=1)[CH2:2][CH3:3]. The catalyst class is: 14. (7) Reactant: [CH:1]#[C:2][CH2:3][NH:4][C@H:5]1[C:13]2[C:8](=[CH:9][CH:10]=[CH:11][CH:12]=2)[CH2:7][CH2:6]1.[CH:1]#[C:2][CH2:3][NH:4][C@H:5]1[C:13]2[C:8](=[CH:9][CH:10]=[CH:11][CH:12]=2)[CH2:7][CH2:6]1.[C@H](O)(C(O)=O)[C@@H](O)C(O)=O.[CH3:37][S:38]([OH:41])(=[O:40])=[O:39]. Product: [CH3:37][S:38]([OH:41])(=[O:40])=[O:39].[CH:1]#[C:2][CH2:3][NH:4][C@H:5]1[C:13]2[CH:12]=[CH:11][CH:10]=[CH:9][C:8]=2[CH2:7][CH2:6]1. The catalyst class is: 21. (8) Reactant: C([C:8]1[S:12][C:11]([CH2:13][NH2:14])=[N:10][C:9]=1[C:15]([NH2:17])=O)(OC(C)(C)C)=O.C(N(CC)CC)C.FC(F)(F)C(OC(=O)C(F)(F)F)=O.O. Product: [NH2:14][CH2:13][C:11]1[S:12][CH:8]=[C:9]([C:15]#[N:17])[N:10]=1. The catalyst class is: 4.